This data is from Forward reaction prediction with 1.9M reactions from USPTO patents (1976-2016). The task is: Predict the product of the given reaction. (1) Given the reactants [O:1]=[C:2]1[NH:7][C:6]2[CH:8]=[C:9]([C:12](OC)=[O:13])[CH:10]=[N:11][C:5]=2[N:4]2[CH2:16][CH2:17][S:18][CH2:19][C@@H:3]12.[H-].[Na+].[H-].[Al+3].[Li+].[H-].[H-].[H-].CO, predict the reaction product. The product is: [OH:13][CH2:12][C:9]1[CH:10]=[N:11][C:5]2[N:4]3[CH2:16][CH2:17][S:18][CH2:19][C@H:3]3[C:2](=[O:1])[NH:7][C:6]=2[CH:8]=1. (2) Given the reactants [Ca].[C:2]([O:6][C:7]([NH:9][CH:10]1[CH2:14][CH2:13][NH:12][CH2:11]1)=[O:8])([CH3:5])([CH3:4])[CH3:3].F[C:16]1[CH:21]=[CH:20][C:19]([S:22]([N:25]([CH3:27])[CH3:26])(=[O:24])=[O:23])=[CH:18][CH:17]=1.C(=O)([O-])[O-].[K+].[K+], predict the reaction product. The product is: [CH3:26][N:25]([CH3:27])[S:22]([C:19]1[CH:18]=[CH:17][C:16]([N:12]2[CH2:13][CH2:14][C@H:10]([NH:9][C:7](=[O:8])[O:6][C:2]([CH3:5])([CH3:3])[CH3:4])[CH2:11]2)=[CH:21][CH:20]=1)(=[O:23])=[O:24]. (3) Given the reactants Cl.Cl.[F:3][C:4]1[CH:5]=[CH:6][C:7]2[N:11]=[C:10]([C@@H:12]([NH2:16])[CH2:13][O:14][CH3:15])[N:9]([C:17]3[CH:22]=[CH:21][CH:20]=[CH:19][CH:18]=3)[C:8]=2[C:23]=1[F:24].Cl[C:26]1[N:34]=[CH:33][N:32]=[C:31]2[C:27]=1[N:28]=[CH:29][N:30]2[CH:35]1[CH2:40][CH2:39][CH2:38][CH2:37][O:36]1.CCN(C(C)C)C(C)C, predict the reaction product. The product is: [F:3][C:4]1[CH:5]=[CH:6][C:7]2[N:11]=[C:10]([C@@H:12]([NH:16][C:26]3[N:34]=[CH:33][N:32]=[C:31]4[C:27]=3[N:28]=[CH:29][N:30]4[CH:35]3[CH2:40][CH2:39][CH2:38][CH2:37][O:36]3)[CH2:13][O:14][CH3:15])[N:9]([C:17]3[CH:18]=[CH:19][CH:20]=[CH:21][CH:22]=3)[C:8]=2[C:23]=1[F:24]. (4) Given the reactants [I:1][C:2]1[CH:7]=[CH:6][C:5]([CH2:8][N:9]2[C:13]3[CH:14]([C:18](C([O-])=O)(C([O-])=O)[C:19]([O:21]C)=[O:20])[CH2:15][CH2:16][CH2:17][C:12]=3[N:11]=[C:10]2[CH:29]([CH3:31])[CH3:30])=[CH:4][CH:3]=1.[OH-].[Na+].C(O)(=O)C, predict the reaction product. The product is: [C:19]([OH:21])(=[O:20])[CH3:18].[I:1][C:2]1[CH:3]=[CH:4][C:5]([CH2:8][N:9]2[C:13]3[CH:14]([CH2:18][C:19]([OH:21])=[O:20])[CH2:15][CH2:16][CH2:17][C:12]=3[N:11]=[C:10]2[CH:29]([CH3:31])[CH3:30])=[CH:6][CH:7]=1. (5) Given the reactants [Br:1][C:2]1[C:3]([CH3:16])=[C:4]([C:8]([OH:15])=[C:9]([C:11]([CH3:14])([CH3:13])[CH3:12])[CH:10]=1)[C:5]([OH:7])=O.[N+:17]([C:20]1[CH:26]=[C:25]([S:27]([C:30]([F:33])([F:32])[F:31])(=[O:29])=[O:28])[CH:24]=[CH:23][C:21]=1[NH2:22])([O-:19])=[O:18], predict the reaction product. The product is: [Br:1][C:2]1[C:3]([CH3:16])=[C:4]([C:8]([OH:15])=[C:9]([C:11]([CH3:14])([CH3:13])[CH3:12])[CH:10]=1)[C:5]([NH:22][C:21]1[CH:23]=[CH:24][C:25]([S:27]([C:30]([F:33])([F:32])[F:31])(=[O:29])=[O:28])=[CH:26][C:20]=1[N+:17]([O-:19])=[O:18])=[O:7]. (6) Given the reactants S(=O)(O)[O-].[Na+].[Br:6][C:7]1[CH:12]=[CH:11][C:10]([NH:13][C:14](=[O:30])[C:15]2[CH:20]=[CH:19][CH:18]=[C:17]([S:21]([N:24]3[CH2:29][CH2:28][O:27][CH2:26][CH2:25]3)(=[O:23])=[O:22])[CH:16]=2)=[C:9]([CH:31]=O)[CH:8]=1.[NH2:33][C:34]1[CH:39]=[CH:38][CH:37]=[CH:36][C:35]=1[S:40]([NH2:43])(=[O:42])=[O:41].O, predict the reaction product. The product is: [Br:6][C:7]1[CH:12]=[CH:11][C:10]([NH:13][C:14](=[O:30])[C:15]2[CH:20]=[CH:19][CH:18]=[C:17]([S:21]([N:24]3[CH2:29][CH2:28][O:27][CH2:26][CH2:25]3)(=[O:22])=[O:23])[CH:16]=2)=[C:9]([C:31]2[NH:43][S:40](=[O:41])(=[O:42])[C:35]3[CH:36]=[CH:37][CH:38]=[CH:39][C:34]=3[N:33]=2)[CH:8]=1. (7) Given the reactants O[CH:2]1[C:6]2([CH2:9][N:8](C(OCC3C=CC=CC=3)=O)[CH2:7]2)[CH2:5][O:4][CH2:3]1.[H][H].C[OH:23], predict the reaction product. The product is: [CH2:9]1[C:6]2([CH2:2][CH2:3][O:4][CH2:5]2)[CH:7]([OH:23])[NH:8]1. (8) Given the reactants [C:1]1([C:7]2([OH:15])[CH2:14][CH:10]3[CH2:11][NH:12][CH2:13][CH:9]3[CH2:8]2)[CH:6]=[CH:5][CH:4]=[CH:3][CH:2]=1.C(=O)([O-])[O-].[K+].[K+].Br[CH2:23][C:24]([C:26]1[CH:31]=[CH:30][CH:29]=[CH:28][CH:27]=1)=[O:25], predict the reaction product. The product is: [OH:15][C:7]1([C:1]2[CH:2]=[CH:3][CH:4]=[CH:5][CH:6]=2)[CH2:14][CH:10]2[CH2:11][N:12]([CH2:23][C:24]([C:26]3[CH:31]=[CH:30][CH:29]=[CH:28][CH:27]=3)=[O:25])[CH2:13][CH:9]2[CH2:8]1. (9) Given the reactants [C:1]([C:3]1[CH:4]=[C:5]([C:12]2[O:16][N:15]=[C:14]([C:17]3[CH:34]=[CH:33][C:20]4[CH2:21][CH2:22][N:23](C(OC(C)(C)C)=O)[CH2:24][CH2:25][C:19]=4[CH:18]=3)[N:13]=2)[CH:6]=[CH:7][C:8]=1[O:9][CH2:10][CH3:11])#[N:2].FC(F)(F)C(O)=O, predict the reaction product. The product is: [CH2:10]([O:9][C:8]1[CH:7]=[CH:6][C:5]([C:12]2[O:16][N:15]=[C:14]([C:17]3[CH:34]=[CH:33][C:20]4[CH2:21][CH2:22][NH:23][CH2:24][CH2:25][C:19]=4[CH:18]=3)[N:13]=2)=[CH:4][C:3]=1[C:1]#[N:2])[CH3:11].